This data is from hERG Central: cardiac toxicity at 1µM, 10µM, and general inhibition. The task is: Predict hERG channel inhibition at various concentrations. (1) The compound is COCCCn1c(=NC(=O)c2ccccc2)c(C#N)cc2c(=O)n3cccc(C)c3nc21. Results: hERG_inhib (hERG inhibition (general)): blocker. (2) The compound is CCN1CCCC1Cn1cnc2c([nH]c3ccc(Cl)cc32)c1=O. Results: hERG_inhib (hERG inhibition (general)): blocker.